This data is from Reaction yield outcomes from USPTO patents with 853,638 reactions. The task is: Predict the reaction yield, written as a fraction of the theoretical maximum amount of product (1.0 means a 100% yield; for example, 0.34 means a 34% yield). The reactants are [Br:1][CH2:2][CH2:3][C:4]([OH:6])=[O:5].[C:7](O)([CH3:10])([CH3:9])[CH3:8].S(=O)(=O)(O)O.C(=O)(O)[O-].[Na+]. The catalyst is ClCCl.O1CCCC1. The product is [C:7]([O:5][C:4](=[O:6])[CH2:3][CH2:2][Br:1])([CH3:10])([CH3:9])[CH3:8]. The yield is 0.640.